From a dataset of Peptide-MHC class I binding affinity with 185,985 pairs from IEDB/IMGT. Regression. Given a peptide amino acid sequence and an MHC pseudo amino acid sequence, predict their binding affinity value. This is MHC class I binding data. The peptide sequence is SLTCEVDAL. The MHC is HLA-A02:02 with pseudo-sequence HLA-A02:02. The binding affinity (normalized) is 0.831.